Dataset: CYP3A4 inhibition data for predicting drug metabolism from PubChem BioAssay. Task: Regression/Classification. Given a drug SMILES string, predict its absorption, distribution, metabolism, or excretion properties. Task type varies by dataset: regression for continuous measurements (e.g., permeability, clearance, half-life) or binary classification for categorical outcomes (e.g., BBB penetration, CYP inhibition). Dataset: cyp3a4_veith. (1) The molecule is Cc1ccc(-c2n[nH]c(=S)n2/N=C/c2cccn2C)cc1. The result is 1 (inhibitor). (2) The drug is COC(=O)C1=C(C(=O)c2ccc(C)cc2)C(c2ccccc2)n2nnnc2N1. The result is 0 (non-inhibitor). (3) The molecule is NC(=O)C1CCN(C(=O)CCc2nc3ccccc3c(=O)[nH]2)CC1. The result is 0 (non-inhibitor). (4) The compound is CC(C)NC(=O)CC(=O)N/N=C/c1ccc(Br)cc1. The result is 0 (non-inhibitor). (5) The drug is O=C(c1csnn1)N1CCC2(CC1)CN(c1ccncc1)C2. The result is 0 (non-inhibitor). (6) The compound is CCn1c(=O)cc(SCC(=O)Nc2cc(OC)c(OC)c(OC)c2)c2ccccc21. The result is 1 (inhibitor). (7) The compound is CCOC(=O)c1c(NC(=O)c2c(Br)cnn2C)c(C#N)nn1-c1ccccc1. The result is 0 (non-inhibitor).